Dataset: Reaction yield outcomes from USPTO patents with 853,638 reactions. Task: Predict the reaction yield, written as a fraction of the theoretical maximum amount of product (1.0 means a 100% yield; for example, 0.34 means a 34% yield). (1) The reactants are [Br:1][C:2]1[CH:8]=[CH:7][CH:6]=[CH:5][C:3]=1[NH2:4].C(N(CC)CC)C.[Cl:16][C:17]1[N:22]=[C:21]([C:23]2[CH:28]=[CH:27][CH:26]=[CH:25][CH:24]=2)[N:20]=[C:19]([C:29](Cl)=[O:30])[CH:18]=1. The catalyst is C(Cl)(Cl)Cl.CO. The product is [Br:1][C:2]1[CH:8]=[CH:7][CH:6]=[CH:5][C:3]=1[NH:4][C:29]([C:19]1[CH:18]=[C:17]([Cl:16])[N:22]=[C:21]([C:23]2[CH:24]=[CH:25][CH:26]=[CH:27][CH:28]=2)[N:20]=1)=[O:30]. The yield is 0.870. (2) The reactants are [CH:1]([O:4][C:5]([N:7]1[CH2:12][CH2:11][CH:10]([OH:13])[CH2:9][CH2:8]1)=[O:6])([CH3:3])[CH3:2].CC(C)([O-])C.[K+].[Cl:20][C:21]1[CH:26]=[C:25](Cl)[N:24]=[CH:23][N:22]=1. The catalyst is C1COCC1. The product is [CH:1]([O:4][C:5]([N:7]1[CH2:8][CH2:9][CH:10]([O:13][C:25]2[CH:26]=[C:21]([Cl:20])[N:22]=[CH:23][N:24]=2)[CH2:11][CH2:12]1)=[O:6])([CH3:3])[CH3:2]. The yield is 0.420. (3) The reactants are I[CH2:2][C@@H:3]([CH3:16])[CH2:4][N:5]1[C:10]2[CH:11]=[CH:12][CH:13]=[CH:14][C:9]=2[O:8][CH2:7][C:6]1=[O:15].[CH:17](=[C:21]1[CH2:26][CH2:25][NH:24][CH2:23][CH2:22]1)[CH2:18][CH2:19][CH3:20]. The catalyst is CC#N. The product is [CH:17](=[C:21]1[CH2:26][CH2:25][N:24]([CH2:2][C@@H:3]([CH3:16])[CH2:4][N:5]2[C:10]3[CH:11]=[CH:12][CH:13]=[CH:14][C:9]=3[O:8][CH2:7][C:6]2=[O:15])[CH2:23][CH2:22]1)[CH2:18][CH2:19][CH3:20]. The yield is 0.640. (4) The reactants are C1COCC1.[H-].[Na+].[CH:8]1[C:20]2[NH:19][C:18]3[C:13](=[CH:14][CH:15]=[CH:16][CH:17]=3)[C:12]=2[CH:11]=[CH:10][CH:9]=1.[Cl:21][C:22]1[N:27]=[C:26](Cl)[N:25]=[C:24]([C:29]2[CH:34]=[CH:33][CH:32]=[CH:31][CH:30]=2)[N:23]=1. The catalyst is CN(C=O)C.O. The product is [Cl:21][C:22]1[N:23]=[C:24]([C:29]2[CH:34]=[CH:33][CH:32]=[CH:31][CH:30]=2)[N:25]=[C:26]([N:19]2[C:18]3[CH:17]=[CH:16][CH:15]=[CH:14][C:13]=3[C:12]3[C:20]2=[CH:8][CH:9]=[CH:10][CH:11]=3)[N:27]=1. The yield is 0.436. (5) The reactants are O1CCCC1.[C:6]([C:8]1[CH:9]=[CH:10][C:11]([CH3:14])=[N:12][CH:13]=1)#[CH:7].[N:15]1[CH:20]=[CH:19][CH:18]=[CH:17][C:16]=1[O:21][CH2:22][C:23]1[CH:28]=[CH:27][C:26]([CH2:29][C:30](Cl)=[N:31][OH:32])=[CH:25][CH:24]=1.C(N(CC)CC)C. The catalyst is O. The product is [CH3:14][C:11]1[CH:10]=[CH:9][C:8]([C:6]2[O:32][N:31]=[C:30]([CH2:29][C:26]3[CH:25]=[CH:24][C:23]([CH2:22][O:21][C:16]4[CH:17]=[CH:18][CH:19]=[CH:20][N:15]=4)=[CH:28][CH:27]=3)[CH:7]=2)=[CH:13][N:12]=1. The yield is 0.460.